The task is: Predict the reaction yield, written as a fraction of the theoretical maximum amount of product (1.0 means a 100% yield; for example, 0.34 means a 34% yield).. This data is from Reaction yield outcomes from USPTO patents with 853,638 reactions. The reactants are [Cl:1][C:2]1[N:7]=[C:6](Cl)[C:5]([F:9])=[CH:4][N:3]=1.[F:10][C:11]1[CH:18]=[CH:17][CH:16]=[CH:15][C:12]=1[CH2:13][NH2:14].C(N(CC)CC)C. The catalyst is C1COCC1. The product is [Cl:1][C:2]1[N:7]=[C:6]([NH:14][CH2:13][C:12]2[CH:15]=[CH:16][CH:17]=[CH:18][C:11]=2[F:10])[C:5]([F:9])=[CH:4][N:3]=1. The yield is 0.970.